The task is: Predict the product of the given reaction.. This data is from Forward reaction prediction with 1.9M reactions from USPTO patents (1976-2016). (1) Given the reactants [F:1][C:2]1[CH:7]=[CH:6][CH:5]=[CH:4][C:3]=1[C:8](=O)[CH2:9][CH2:10][CH2:11][CH2:12][N:13]1[CH2:18][CH2:17][CH:16]([C:19]2[CH:20]=[C:21]([NH:25][C:26](=[O:30])[CH:27]([CH3:29])[CH3:28])[CH:22]=[CH:23][CH:24]=2)[CH2:15][CH2:14]1.Cl.[CH3:33][O:34][C:35]1[CH:40]=[CH:39][C:38]([NH:41]N)=[CH:37][CH:36]=1, predict the reaction product. The product is: [F:1][C:2]1[CH:7]=[CH:6][CH:5]=[CH:4][C:3]=1[C:8]1[NH:41][C:38]2[C:39]([C:9]=1[CH2:10][CH2:11][CH2:12][N:13]1[CH2:14][CH2:15][CH:16]([C:19]3[CH:20]=[C:21]([NH:25][C:26](=[O:30])[CH:27]([CH3:29])[CH3:28])[CH:22]=[CH:23][CH:24]=3)[CH2:17][CH2:18]1)=[CH:40][C:35]([O:34][CH3:33])=[CH:36][CH:37]=2. (2) Given the reactants [Cl:1][C:2]1[CH:3]=[CH:4][C:5]2[S:9][C:8]([S:10]([NH:13][C:14]3[CH:15]=[C:16]([CH:20]=[CH:21][CH:22]=3)[C:17]([OH:19])=[O:18])(=[O:12])=[O:11])=[C:7]([CH3:23])[C:6]=2[CH:24]=1.[CH3:25][N:26]([CH3:31])[CH2:27][CH2:28][CH2:29]O, predict the reaction product. The product is: [Cl:1][C:2]1[CH:3]=[CH:4][C:5]2[S:9][C:8]([S:10]([NH:13][C:14]3[CH:15]=[C:16]([CH:20]=[CH:21][CH:22]=3)[C:17]([O:19][CH2:29][CH2:28][CH2:27][N:26]([CH3:31])[CH3:25])=[O:18])(=[O:12])=[O:11])=[C:7]([CH3:23])[C:6]=2[CH:24]=1. (3) Given the reactants C([O:3][C:4](=[O:33])[CH:5]([C:10]1[CH:15]=[C:14]([O:16][CH2:17][C:18]([F:21])([F:20])[F:19])[C:13]([C:22]2[CH:27]=[CH:26][C:25]([C:28]([F:31])([F:30])[F:29])=[CH:24][CH:23]=2)=[C:12]([Cl:32])[CH:11]=1)[CH2:6][CH:7]([CH3:9])[CH3:8])C.[Li+].[OH-], predict the reaction product. The product is: [Cl:32][C:12]1[CH:11]=[C:10]([CH:5]([CH2:6][CH:7]([CH3:9])[CH3:8])[C:4]([OH:33])=[O:3])[CH:15]=[C:14]([O:16][CH2:17][C:18]([F:20])([F:21])[F:19])[C:13]=1[C:22]1[CH:23]=[CH:24][C:25]([C:28]([F:29])([F:30])[F:31])=[CH:26][CH:27]=1. (4) Given the reactants [CH2:1]([N:5]([CH2:26][CH:27]([CH3:29])[CH3:28])[C:6]1[CH:11]=[CH:10][C:9]([C:12]2[C:13]([C:19]([O:21][CH3:22])=[O:20])=[CH:14][CH:15]=[C:16]([CH3:18])[CH:17]=2)=[CH:8][C:7]=1[N+:23]([O-])=O)[CH:2]([CH3:4])[CH3:3].[Cl-].[NH4+], predict the reaction product. The product is: [NH2:23][C:7]1[CH:8]=[C:9]([C:12]2[C:13]([C:19]([O:21][CH3:22])=[O:20])=[CH:14][CH:15]=[C:16]([CH3:18])[CH:17]=2)[CH:10]=[CH:11][C:6]=1[N:5]([CH2:26][CH:27]([CH3:29])[CH3:28])[CH2:1][CH:2]([CH3:3])[CH3:4]. (5) The product is: [CH3:1][CH:2]([C:9]1[CH:10]=[CH:11][N:12]=[CH:13][CH:14]=1)[CH2:3][C:4]([O:6][CH2:7][CH3:8])=[O:5]. Given the reactants [CH3:1][C:2]([C:9]1[CH:14]=[CH:13][N:12]=[CH:11][CH:10]=1)=[CH:3][C:4]([O:6][CH2:7][CH3:8])=[O:5], predict the reaction product. (6) Given the reactants [C:1]([Si:5]([CH3:17])([CH3:16])[O:6][C:7]1[CH:15]=[C:14]2[C:10]([CH:11]=[CH:12][NH:13]2)=[CH:9][CH:8]=1)([CH3:4])([CH3:3])[CH3:2].[C:18]([O:22][C:23](=[O:26])[CH2:24]Br)([CH3:21])([CH3:20])[CH3:19].[H-].[Na+], predict the reaction product. The product is: [C:18]([O:22][C:23](=[O:26])[CH2:24][N:13]1[C:14]2[C:10](=[CH:9][CH:8]=[C:7]([O:6][Si:5]([C:1]([CH3:4])([CH3:3])[CH3:2])([CH3:17])[CH3:16])[CH:15]=2)[CH:11]=[CH:12]1)([CH3:21])([CH3:20])[CH3:19]. (7) Given the reactants [Cl:1][C:2]1[N:7]2[CH:8]=[CH:9][N:10]=[C:6]2[C:5]([O:11][CH2:12][C@@H:13]2[CH2:17][CH2:16][NH:15][CH2:14]2)=[N:4][C:3]=1[C:18]1[CH:25]=[CH:24][C:21]([C:22]#[N:23])=[CH:20][CH:19]=1.C=O.[C:28](O[BH-](OC(=O)C)OC(=O)C)(=O)C.[Na+], predict the reaction product. The product is: [Cl:1][C:2]1[N:7]2[CH:8]=[CH:9][N:10]=[C:6]2[C:5]([O:11][CH2:12][C@@H:13]2[CH2:17][CH2:16][N:15]([CH3:28])[CH2:14]2)=[N:4][C:3]=1[C:18]1[CH:25]=[CH:24][C:21]([C:22]#[N:23])=[CH:20][CH:19]=1.